This data is from Full USPTO retrosynthesis dataset with 1.9M reactions from patents (1976-2016). The task is: Predict the reactants needed to synthesize the given product. (1) Given the product [Cl:17][C:18]1[CH:23]=[CH:22][N:21]=[C:20]2[N:24]([CH2:8][C:9]3[CH:14]=[CH:13][C:12]([O:15][CH3:16])=[CH:11][CH:10]=3)[N:25]=[C:26]([I:27])[C:19]=12, predict the reactants needed to synthesize it. The reactants are: C([O-])([O-])=O.[K+].[K+].Cl[CH2:8][C:9]1[CH:14]=[CH:13][C:12]([O:15][CH3:16])=[CH:11][CH:10]=1.[Cl:17][C:18]1[CH:23]=[CH:22][N:21]=[C:20]2[NH:24][N:25]=[C:26]([I:27])[C:19]=12. (2) Given the product [CH3:8][O:9][C:10]1[CH:11]=[C:12]2[C:16](=[CH:17][C:18]=1[O:19][CH3:20])[N:15]([CH3:21])[CH:14]=[C:13]2[C:22]1[NH:38][C:25]2=[N:26][CH:27]=[CH:28][C:29]([CH2:30][NH:31][C:32]3[N:33]([CH3:37])[N:34]=[CH:35][CH:36]=3)=[C:24]2[CH:23]=1, predict the reactants needed to synthesize it. The reactants are: FC(F)(F)C(O)=O.[CH3:8][O:9][C:10]1[CH:11]=[C:12]2[C:16](=[CH:17][C:18]=1[O:19][CH3:20])[N:15]([CH3:21])[CH:14]=[C:13]2[C:22]1[N:38](S(C2C=CC(C)=CC=2)(=O)=O)[C:25]2=[N:26][CH:27]=[CH:28][C:29]([CH2:30][NH:31][C:32]3[N:33]([CH3:37])[N:34]=[CH:35][CH:36]=3)=[C:24]2[CH:23]=1.[OH-].[K+].